From a dataset of Full USPTO retrosynthesis dataset with 1.9M reactions from patents (1976-2016). Predict the reactants needed to synthesize the given product. Given the product [Cl:19][C:20]1[CH:26]=[CH:25][C:23]([NH:24][C:12](=[O:14])[C:11]2[CH:15]=[CH:16][C:8]([N:7]3[CH2:6][CH2:5][O:4][CH2:3][S:2]3(=[O:1])=[O:18])=[CH:9][C:10]=2[F:17])=[CH:22][C:21]=1[C:27]1[N:36]=[CH:35][CH:34]=[C:33]2[C:28]=1[CH:29]=[CH:30][CH:31]=[N:32]2, predict the reactants needed to synthesize it. The reactants are: [O:1]=[S:2]1(=[O:18])[N:7]([C:8]2[CH:16]=[CH:15][C:11]([C:12]([OH:14])=O)=[C:10]([F:17])[CH:9]=2)[CH2:6][CH2:5][O:4][CH2:3]1.[Cl:19][C:20]1[CH:26]=[CH:25][C:23]([NH2:24])=[CH:22][C:21]=1[C:27]1[N:36]=[CH:35][CH:34]=[C:33]2[C:28]=1[CH:29]=[CH:30][CH:31]=[N:32]2.CN(C(ON1N=NC2C=CC=NC1=2)=[N+](C)C)C.F[P-](F)(F)(F)(F)F.CCN(C(C)C)C(C)C.